Dataset: Peptide-MHC class I binding affinity with 185,985 pairs from IEDB/IMGT. Task: Regression. Given a peptide amino acid sequence and an MHC pseudo amino acid sequence, predict their binding affinity value. This is MHC class I binding data. (1) The peptide sequence is YVRTNGTSK. The MHC is HLA-B46:01 with pseudo-sequence HLA-B46:01. The binding affinity (normalized) is 0.0847. (2) The peptide sequence is TTGKLIWKV. The MHC is HLA-A02:01 with pseudo-sequence HLA-A02:01. The binding affinity (normalized) is 0.342. (3) The binding affinity (normalized) is 0.107. The peptide sequence is LLTHGADPNA. The MHC is HLA-A02:06 with pseudo-sequence HLA-A02:06. (4) The peptide sequence is QLDPARDVL. The MHC is HLA-A02:01 with pseudo-sequence HLA-A02:01. The binding affinity (normalized) is 0.102.